From a dataset of Peptide-MHC class II binding affinity with 134,281 pairs from IEDB. Regression. Given a peptide amino acid sequence and an MHC pseudo amino acid sequence, predict their binding affinity value. This is MHC class II binding data. (1) The MHC is DRB1_1302 with pseudo-sequence DRB1_1302. The binding affinity (normalized) is 0. The peptide sequence is PELKPGESRHTSDHM. (2) The peptide sequence is AHATAGTTVYGAFAA. The MHC is HLA-DPA10103-DPB10401 with pseudo-sequence HLA-DPA10103-DPB10401. The binding affinity (normalized) is 0.189. (3) The peptide sequence is EHGSDEWVAMTKGEGGVWTF. The MHC is HLA-DPA10103-DPB10401 with pseudo-sequence HLA-DPA10103-DPB10401. The binding affinity (normalized) is 0.0605. (4) The peptide sequence is SVLLVVVLFAVFLGS. The MHC is DRB1_1602 with pseudo-sequence DRB1_1602. The binding affinity (normalized) is 0.363. (5) The peptide sequence is PYILLVSSKVSTVKD. The MHC is DRB1_0405 with pseudo-sequence DRB1_0405. The binding affinity (normalized) is 0.546. (6) The MHC is DRB3_0101 with pseudo-sequence DRB3_0101. The peptide sequence is QLSALWARFPLPVIP. The binding affinity (normalized) is 0.356.